Dataset: Peptide-MHC class I binding affinity with 185,985 pairs from IEDB/IMGT. Task: Regression. Given a peptide amino acid sequence and an MHC pseudo amino acid sequence, predict their binding affinity value. This is MHC class I binding data. (1) The peptide sequence is GPEGPLGQL. The MHC is HLA-A26:01 with pseudo-sequence HLA-A26:01. The binding affinity (normalized) is 0.213. (2) The peptide sequence is FQEALKKSL. The MHC is HLA-B07:02 with pseudo-sequence HLA-B07:02. The binding affinity (normalized) is 0.0847.